This data is from Forward reaction prediction with 1.9M reactions from USPTO patents (1976-2016). The task is: Predict the product of the given reaction. (1) The product is: [CH3:12][N:13]1[C:4]([NH2:5])=[CH:3][C:2]([C:6]2[CH:11]=[CH:10][CH:9]=[CH:8][N:7]=2)=[N:14]1. Given the reactants O=[C:2]([C:6]1[CH:11]=[CH:10][CH:9]=[CH:8][N:7]=1)[CH2:3][C:4]#[N:5].[CH3:12][NH:13][NH2:14], predict the reaction product. (2) Given the reactants [F:1][C:2]1[CH:27]=[CH:26][CH:25]=[CH:24][C:3]=1[CH2:4][N:5]1[C:9]2=[N:10][CH:11]=[CH:12][CH:13]=[C:8]2[C:7]([C:14]2[N:15]=[C:16]([NH2:23])[C:17]3[N:22]=[N:21][NH:20][C:18]=3[N:19]=2)=[N:6]1.CCN(P1(N(C)CCCN1C)=NC(C)(C)C)CC.ClC(Cl)(Cl)S(O[CH2:52][C:53]([F:56])([F:55])[F:54])(=O)=O, predict the reaction product. The product is: [F:1][C:2]1[CH:27]=[CH:26][CH:25]=[CH:24][C:3]=1[CH2:4][N:5]1[C:9]2=[N:10][CH:11]=[CH:12][CH:13]=[C:8]2[C:7]([C:14]2[N:15]=[C:16]([NH2:23])[C:17]3[N:22]=[N:21][N:20]([CH2:52][C:53]([F:56])([F:55])[F:54])[C:18]=3[N:19]=2)=[N:6]1. (3) Given the reactants Cl[C:2]1[N:9]=[CH:8][CH:7]=[CH:6][C:3]=1[C:4]#[N:5].[F:10][C:11]1[CH:12]=[CH:13][C:14]([O:20][CH3:21])=[C:15](B(O)O)[CH:16]=1, predict the reaction product. The product is: [F:10][C:11]1[CH:16]=[CH:15][C:14]([O:20][CH3:21])=[C:13]([C:2]2[N:9]=[CH:8][CH:7]=[CH:6][C:3]=2[C:4]#[N:5])[CH:12]=1. (4) Given the reactants [C:1]([C:4]1[CH:5]=[CH:6][C:7]2[S:11][C:10]([NH:12][C:13](=[O:21])[C:14]3[CH:19]=[CH:18][CH:17]=[C:16]([Cl:20])[CH:15]=3)=[N:9][C:8]=2[CH:22]=1)(=[O:3])[CH3:2].Br[CH:24]([CH3:30])[C:25]([O:27]CC)=[O:26].ClC1C=C(C=CC=1)C(NC1SC2C(F)=C(F)C(F)=CC=2N=1)=O.BrCC(OCC)=O, predict the reaction product. The product is: [C:1]([C:4]1[CH:5]=[CH:6][C:7]2[S:11][C:10](=[N:12][C:13](=[O:21])[C:14]3[CH:19]=[CH:18][CH:17]=[C:16]([Cl:20])[CH:15]=3)[N:9]([CH:24]([CH3:30])[C:25]([OH:27])=[O:26])[C:8]=2[CH:22]=1)(=[O:3])[CH3:2]. (5) Given the reactants [N+](C1C=C(S(O[CH2:14][C@H:15]2[CH2:17][O:16]2)(=O)=O)C=CC=1)([O-])=O.C(N(CC)CC)C.[Cl:25][C:26]1[CH:27]=[C:28]([CH:36]=[CH:37][C:38]=1[Cl:39])[O:29][CH:30]1[CH2:35][CH2:34][NH:33][CH2:32][CH2:31]1.[N-:40]=[N+:41]=[N-:42].[Na+], predict the reaction product. The product is: [N:40]([CH2:17][C@@H:15]([OH:16])[CH2:14][N:33]1[CH2:34][CH2:35][CH:30]([O:29][C:28]2[CH:36]=[CH:37][C:38]([Cl:39])=[C:26]([Cl:25])[CH:27]=2)[CH2:31][CH2:32]1)=[N+:41]=[N-:42]. (6) Given the reactants Cl.[CH3:2][N:3]([CH3:10])[CH2:4]/[CH:5]=[CH:6]/[C:7](O)=[O:8].C(Cl)(=O)C(Cl)=O.[NH2:17][C:18]1[CH:19]=[C:20]2[C:25](=[CH:26][C:27]=1[O:28][C@H:29]1[CH2:33][CH2:32][O:31][CH2:30]1)[N:24]=[CH:23][NH:22][C:21]2=[O:34].C(N(C(C)C)CC)(C)C, predict the reaction product. The product is: [CH3:2][N:3]([CH3:10])[CH2:4]/[CH:5]=[CH:6]/[C:7]([NH:17][C:18]1[CH:19]=[C:20]2[C:25](=[CH:26][C:27]=1[O:28][C@H:29]1[CH2:33][CH2:32][O:31][CH2:30]1)[N:24]=[CH:23][NH:22][C:21]2=[O:34])=[O:8]. (7) Given the reactants CS(O[CH2:6][C:7]1[N:12]=[C:11]([CH2:13][CH2:14][C:15]([O:17][CH3:18])=[O:16])[CH:10]=[CH:9][CH:8]=1)(=O)=O.[NH2:19][C:20]([NH2:22])=[S:21].[C:23]([C:25]([C:37]#[N:38])=[CH:26][C:27]1[CH:32]=[CH:31][C:30]([NH:33][C:34](=[O:36])[CH3:35])=[CH:29][CH:28]=1)#[N:24].BrN1C(=O)CCC1=O, predict the reaction product. The product is: [C:34]([NH:33][C:30]1[CH:31]=[CH:32][C:27]([C:26]2[C:25]([C:23]#[N:24])=[C:37]([NH2:38])[N:22]=[C:20]([S:21][CH2:6][C:7]3[N:12]=[C:11]([CH2:13][CH2:14][C:15]([O:17][CH3:18])=[O:16])[CH:10]=[CH:9][CH:8]=3)[N:19]=2)=[CH:28][CH:29]=1)(=[O:36])[CH3:35]. (8) Given the reactants [BH4-].[Na+].[CH3:3][O:4][C:5]([C:7]1[C:12]([Br:13])=[C:11]([N:14]=[N+]=[N-])[CH:10]=[C:9]([Cl:17])[N:8]=1)=[O:6].O, predict the reaction product. The product is: [CH3:3][O:4][C:5]([C:7]1[C:12]([Br:13])=[C:11]([NH2:14])[CH:10]=[C:9]([Cl:17])[N:8]=1)=[O:6]. (9) Given the reactants [CH3:1][C:2]1([CH3:14])[C:6]([CH3:8])([CH3:7])[O:5][B:4]([C:9]2[CH:10]=[N:11][NH:12][CH:13]=2)[O:3]1.Cl[CH:16]([C:18]1[CH:27]=[CH:26][C:21]([C:22]([O:24][CH3:25])=[O:23])=[CH:20][CH:19]=1)[CH3:17].C(=O)([O-])[O-].[K+].[K+].C1OCCOCCOCCOCCOCCOC1, predict the reaction product. The product is: [CH3:1][C:2]1([CH3:14])[C:6]([CH3:7])([CH3:8])[O:5][B:4]([C:9]2[CH:13]=[N:12][N:11]([CH:16]([C:18]3[CH:27]=[CH:26][C:21]([C:22]([O:24][CH3:25])=[O:23])=[CH:20][CH:19]=3)[CH3:17])[CH:10]=2)[O:3]1. (10) Given the reactants [NH2:1][C:2]1[CH:31]=[CH:30][C:5]([CH2:6][C:7]2[NH:15][C:14]3[C:13](=[O:16])[N:12]([CH2:17][C:18]4[CH:23]=[CH:22][CH:21]=[CH:20][C:19]=4[F:24])[C:11](=[O:25])[N:10]([CH2:26][CH2:27][CH2:28][CH3:29])[C:9]=3[N:8]=2)=[CH:4][CH:3]=1.[CH3:32][C:33]1[CH:38]=[CH:37][C:36]([N+:39]([O-:41])=[O:40])=[CH:35][C:34]=1[S:42](Cl)(=[O:44])=[O:43], predict the reaction product. The product is: [CH2:26]([N:10]1[C:9]2[N:8]=[C:7]([CH2:6][C:5]3[CH:4]=[CH:3][C:2]([NH:1][S:42]([C:34]4[CH:35]=[C:36]([N+:39]([O-:41])=[O:40])[CH:37]=[CH:38][C:33]=4[CH3:32])(=[O:43])=[O:44])=[CH:31][CH:30]=3)[NH:15][C:14]=2[C:13](=[O:16])[N:12]([CH2:17][C:18]2[CH:23]=[CH:22][CH:21]=[CH:20][C:19]=2[F:24])[C:11]1=[O:25])[CH2:27][CH2:28][CH3:29].